This data is from Catalyst prediction with 721,799 reactions and 888 catalyst types from USPTO. The task is: Predict which catalyst facilitates the given reaction. (1) Reactant: [CH3:1][O:2][C:3]([C:5]1[S:6][C:7](Cl)=[C:8]([N+:10]([O-:12])=[O:11])[CH:9]=1)=[O:4].Cl.[CH2:15]([O:17][C:18](=[O:21])[CH2:19][NH2:20])[CH3:16].C(=O)([O-])[O-].[K+].[K+]. Product: [CH2:15]([O:17][C:18](=[O:21])[CH2:19][NH:20][C:7]1[S:6][C:5]([C:3]([O:2][CH3:1])=[O:4])=[CH:9][C:8]=1[N+:10]([O-:12])=[O:11])[CH3:16]. The catalyst class is: 10. (2) Reactant: [F:1][C:2]([F:17])([F:16])[C:3]1[CH:4]=[C:5]([C@@H:13](O)[CH3:14])[CH:6]=[C:7]([C:9]([F:12])([F:11])[F:10])[CH:8]=1.P(Br)(Br)[Br:19].Br. Product: [Br:19][C@@H:13]([C:5]1[CH:4]=[C:3]([C:2]([F:17])([F:16])[F:1])[CH:8]=[C:7]([C:9]([F:12])([F:11])[F:10])[CH:6]=1)[CH3:14]. The catalyst class is: 194.